From a dataset of NCI-60 drug combinations with 297,098 pairs across 59 cell lines. Regression. Given two drug SMILES strings and cell line genomic features, predict the synergy score measuring deviation from expected non-interaction effect. (1) Drug 1: C1=C(C(=O)NC(=O)N1)F. Drug 2: CCCCC(=O)OCC(=O)C1(CC(C2=C(C1)C(=C3C(=C2O)C(=O)C4=C(C3=O)C=CC=C4OC)O)OC5CC(C(C(O5)C)O)NC(=O)C(F)(F)F)O. Cell line: HCC-2998. Synergy scores: CSS=18.2, Synergy_ZIP=-7.45, Synergy_Bliss=-15.0, Synergy_Loewe=-15.2, Synergy_HSA=-15.2. (2) Drug 1: C1CCN(CC1)CCOC2=CC=C(C=C2)C(=O)C3=C(SC4=C3C=CC(=C4)O)C5=CC=C(C=C5)O. Drug 2: CC=C1C(=O)NC(C(=O)OC2CC(=O)NC(C(=O)NC(CSSCCC=C2)C(=O)N1)C(C)C)C(C)C. Cell line: SR. Synergy scores: CSS=65.1, Synergy_ZIP=-1.05, Synergy_Bliss=-6.07, Synergy_Loewe=-68.0, Synergy_HSA=-6.20. (3) Cell line: NCI-H460. Drug 2: CCC1(C2=C(COC1=O)C(=O)N3CC4=CC5=C(C=CC(=C5CN(C)C)O)N=C4C3=C2)O.Cl. Synergy scores: CSS=66.9, Synergy_ZIP=-2.10, Synergy_Bliss=-0.632, Synergy_Loewe=-13.4, Synergy_HSA=1.95. Drug 1: C1CCC(C(C1)N)N.C(=O)(C(=O)[O-])[O-].[Pt+4]. (4) Drug 1: C1=C(C(=O)NC(=O)N1)N(CCCl)CCCl. Drug 2: C1=NC2=C(N=C(N=C2N1C3C(C(C(O3)CO)O)O)F)N. Cell line: COLO 205. Synergy scores: CSS=35.6, Synergy_ZIP=-10.7, Synergy_Bliss=-19.6, Synergy_Loewe=-15.7, Synergy_HSA=-15.2. (5) Drug 1: CCC1(CC2CC(C3=C(CCN(C2)C1)C4=CC=CC=C4N3)(C5=C(C=C6C(=C5)C78CCN9C7C(C=CC9)(C(C(C8N6C=O)(C(=O)OC)O)OC(=O)C)CC)OC)C(=O)OC)O.OS(=O)(=O)O. Drug 2: N.N.Cl[Pt+2]Cl. Cell line: SW-620. Synergy scores: CSS=33.1, Synergy_ZIP=-6.25, Synergy_Bliss=-1.54, Synergy_Loewe=-10.1, Synergy_HSA=2.70. (6) Drug 1: C1=CC=C(C=C1)NC(=O)CCCCCCC(=O)NO. Drug 2: C1CN1C2=NC(=NC(=N2)N3CC3)N4CC4. Cell line: 786-0. Synergy scores: CSS=37.9, Synergy_ZIP=0.00350, Synergy_Bliss=4.66, Synergy_Loewe=6.13, Synergy_HSA=7.49.